Dataset: Reaction yield outcomes from USPTO patents with 853,638 reactions. Task: Predict the reaction yield, written as a fraction of the theoretical maximum amount of product (1.0 means a 100% yield; for example, 0.34 means a 34% yield). (1) The reactants are [OH-].[NH4+:2].C[O:4][C:5](=O)[C:6]([C:8]1[C:18]2=[C:19]3[C:14](=[CH:15][CH:16]=[CH:17]2)[CH2:13][CH2:12][CH2:11][N:10]3[CH:9]=1)=[O:7]. The catalyst is O1CCCC1. The product is [C:8]1([C:6](=[O:7])[C:5]([NH2:2])=[O:4])[C:18]2=[C:19]3[C:14](=[CH:15][CH:16]=[CH:17]2)[CH2:13][CH2:12][CH2:11][N:10]3[CH:9]=1. The yield is 0.860. (2) The reactants are C(OC(=O)[CH:5]([C:17]#[N:18])[C:6]1[CH:11]=[CH:10][C:9]([O:12][CH3:13])=[CH:8][C:7]=1[N+:14]([O-:16])=[O:15])C.C(=O)([O-])[O-].[Na+].[Na+]. The catalyst is C(OCC)(=O)C. The product is [CH3:13][O:12][C:9]1[CH:10]=[CH:11][C:6]([CH2:5][C:17]#[N:18])=[C:7]([N+:14]([O-:16])=[O:15])[CH:8]=1. The yield is 0.370. (3) The product is [Cl:1][C:2]1[C:3]([C:18]2[C:26]3[C:21](=[CH:22][CH:23]=[CH:24][CH:25]=3)[N:20]([S:27]([C:30]3[CH:35]=[CH:34][CH:33]=[CH:32][CH:31]=3)(=[O:29])=[O:28])[CH:19]=2)=[N:4][C:5]([NH:8][C@@H:9]2[CH2:14][CH2:13][CH2:12][C@H:11]([C:15]([NH:36][C:37]3[CH:38]=[CH:39][C:40]([NH:43][C:44](=[O:50])[O:45][C:46]([CH3:47])([CH3:49])[CH3:48])=[CH:41][CH:42]=3)=[O:16])[CH2:10]2)=[N:6][CH:7]=1. The catalyst is C(Cl)Cl. The yield is 0.970. The reactants are [Cl:1][C:2]1[C:3]([C:18]2[C:26]3[C:21](=[CH:22][CH:23]=[CH:24][CH:25]=3)[N:20]([S:27]([C:30]3[CH:35]=[CH:34][CH:33]=[CH:32][CH:31]=3)(=[O:29])=[O:28])[CH:19]=2)=[N:4][C:5]([NH:8][C@@H:9]2[CH2:14][CH2:13][CH2:12][C@H:11]([C:15](O)=[O:16])[CH2:10]2)=[N:6][CH:7]=1.[NH2:36][C:37]1[CH:42]=[CH:41][C:40]([NH:43][C:44](=[O:50])[O:45][C:46]([CH3:49])([CH3:48])[CH3:47])=[CH:39][CH:38]=1.CN(C(ON1N=NC2C=CC=CC1=2)=[N+](C)C)C.F[P-](F)(F)(F)(F)F.CCN(C(C)C)C(C)C. (4) The product is [CH2:18]1[C:19]2[C:24](=[CH:23][CH:22]=[CH:21][CH:20]=2)[CH2:25][CH2:26][N:17]1[CH2:16][CH:15]([OH:27])[CH2:14][NH:13][C:9](=[O:11])[CH2:8][O:7][C:4]1[CH:3]=[CH:2][C:1]([CH3:12])=[CH:6][CH:5]=1. The catalyst is C(Cl)Cl. The reactants are [C:1]1([CH3:12])[CH:6]=[CH:5][C:4]([O:7][CH2:8][C:9]([OH:11])=O)=[CH:3][CH:2]=1.[NH2:13][CH2:14][CH:15]([OH:27])[CH2:16][N:17]1[CH2:26][CH2:25][C:24]2[C:19](=[CH:20][CH:21]=[CH:22][CH:23]=2)[CH2:18]1.C1N(P(Cl)(N2C(=O)OCC2)=O)C(=O)OC1.CCN(C(C)C)C(C)C. The yield is 0.131.